From a dataset of Full USPTO retrosynthesis dataset with 1.9M reactions from patents (1976-2016). Predict the reactants needed to synthesize the given product. (1) Given the product [CH2:1]([O:3][C:4]([C:6]1([C:9]2[CH:10]=[CH:11][C:12]([C:15]3[CH:20]=[CH:19][C:18]([C:21]4[O:25][N:24]=[C:23]([CH3:26])[C:22]=4[CH:27]([OH:31])[CH2:28]/[CH:29]=[CH:30]/[C:33]4[CH:38]=[CH:37][CH:36]=[CH:35][C:34]=4[C:39]([F:42])([F:41])[F:40])=[CH:17][CH:16]=3)=[CH:13][CH:14]=2)[CH2:8][CH2:7]1)=[O:5])[CH3:2], predict the reactants needed to synthesize it. The reactants are: [CH2:1]([O:3][C:4]([C:6]1([C:9]2[CH:14]=[CH:13][C:12]([C:15]3[CH:20]=[CH:19][C:18]([C:21]4[O:25][N:24]=[C:23]([CH3:26])[C:22]=4[CH:27]([OH:31])[CH2:28][CH:29]=[CH2:30])=[CH:17][CH:16]=3)=[CH:11][CH:10]=2)[CH2:8][CH2:7]1)=[O:5])[CH3:2].I[C:33]1[CH:38]=[CH:37][CH:36]=[CH:35][C:34]=1[C:39]([F:42])([F:41])[F:40]. (2) The reactants are: [CH3:1][O:2][C:3]1[CH:4]=[C:5]([C:13]2[O:14][CH:15]=[CH:16][CH:17]=2)[CH:6]=[C:7]([O:11][CH3:12])[C:8]=1[O:9][CH3:10].[CH2:18]([O:20][CH:21]([C:28]1[CH:33]=[CH:32][C:31]([C:34]2[O:35][C:36]([CH3:39])=[N:37][N:38]=2)=[CH:30][CH:29]=1)[C:22](N(OC)C)=[O:23])[CH3:19]. Given the product [CH2:18]([O:20][CH:21]([C:28]1[CH:29]=[CH:30][C:31]([C:34]2[O:35][C:36]([CH3:39])=[N:37][N:38]=2)=[CH:32][CH:33]=1)[C:22]([C:15]1[O:14][C:13]([C:5]2[CH:6]=[C:7]([O:11][CH3:12])[C:8]([O:9][CH3:10])=[C:3]([O:2][CH3:1])[CH:4]=2)=[CH:17][CH:16]=1)=[O:23])[CH3:19], predict the reactants needed to synthesize it. (3) Given the product [CH3:3][N:2]([CH3:1])[CH2:4][CH2:5][N:6]1[C:20](=[O:21])[C:15]2[CH:16]=[C:17]([NH:19][C:31]([NH:30][C:22](=[O:29])[C:23]3[CH:24]=[CH:25][CH:26]=[CH:27][CH:28]=3)=[O:32])[CH:18]=[C:13]3[C:14]=2[C:9](=[CH:10][CH:11]=[CH:12]3)[C:7]1=[O:8], predict the reactants needed to synthesize it. The reactants are: [CH3:1][N:2]([CH2:4][CH2:5][N:6]1[C:20](=[O:21])[C:15]2=[CH:16][C:17]([NH2:19])=[CH:18][C:13]3[C:14]2=[C:9]([CH:10]=[CH:11][CH:12]=3)[C:7]1=[O:8])[CH3:3].[C:22]([N:30]=[C:31]=[O:32])(=[O:29])[C:23]1[CH:28]=[CH:27][CH:26]=[CH:25][CH:24]=1. (4) Given the product [CH3:32][CH2:31][CH2:30][CH:29]([NH:28][C:26](=[O:27])[C:25]([C:23]1[CH:22]=[CH:21][C:20]([OH:16])=[C:19]([O:18][CH3:17])[CH:24]=1)=[O:36])[CH2:33][CH2:34][CH3:35], predict the reactants needed to synthesize it. The reactants are: C(OC(=O)C=O)C.CCCC(N)CCC.[O:16]1[C:20]2[CH:21]=[CH:22][C:23]([C:25](=[O:36])[C:26]([NH:28][CH:29]([CH2:33][CH2:34][CH3:35])[CH2:30][CH2:31][CH3:32])=[O:27])=[CH:24][C:19]=2[O:18][CH2:17]1. (5) Given the product [N:1]1[NH:2][C:17]2[CH:16]=[CH:15][CH:14]=[C:11]3[CH:12]=[CH:13][C:7]4=[C:6]([C:18]([OH:21])=[O:19])[CH:5]=[CH:4][CH:3]=[C:8]4[C:9]=1[C:10]=23, predict the reactants needed to synthesize it. The reactants are: [N:1]1[NH:2][C:3]2[CH:4]=[CH:5][C:6]([CH2:18][OH:19])=[C:7]3[CH:13]=[CH:12][C:11]4[CH:14]=[CH:15][CH:16]=[CH:17][C:10]=4[C:9]=1[C:8]=23.Cl[O-:21].[Na+]. (6) Given the product [N:22]1([CH2:21][CH2:20][CH2:19][O:18][C:14]2[CH:13]=[C:12]3[C:17]([C@H:8]([C:4]4[CH:5]=[CH:6][CH:7]=[C:2]([C:36]#[C:35][Si:32]([CH3:34])([CH3:33])[CH3:31])[CH:3]=4)[CH2:9][N:10]4[CH2:30][CH2:29][CH2:28][C@H:11]43)=[CH:16][CH:15]=2)[CH2:27][CH2:26][CH2:25][CH2:24][CH2:23]1, predict the reactants needed to synthesize it. The reactants are: I[C:2]1[CH:3]=[C:4]([C@H:8]2[C:17]3[C:12](=[CH:13][C:14]([O:18][CH2:19][CH2:20][CH2:21][N:22]4[CH2:27][CH2:26][CH2:25][CH2:24][CH2:23]4)=[CH:15][CH:16]=3)[C@@H:11]3[CH2:28][CH2:29][CH2:30][N:10]3[CH2:9]2)[CH:5]=[CH:6][CH:7]=1.[CH3:31][Si:32]([C:35]#[CH:36])([CH3:34])[CH3:33].C1C=CC(P(C2C=CC=CC=2)C2C=CC=CC=2)=CC=1.N(CC)CC. (7) Given the product [Cl:18][C:19]1[CH:24]=[CH:23][C:22]([CH2:25][CH2:26][N:7]2[C:8]3[CH:9]=[CH:10][C:2]([CH3:1])=[CH:3][C:4]=3[C:5]3[CH2:15][N:14]4[CH2:13][CH2:12][CH:11]([C:6]2=3)[CH2:17][CH2:16]4)=[CH:21][CH:20]=1, predict the reactants needed to synthesize it. The reactants are: [CH3:1][C:2]1[CH:10]=[CH:9][C:8]2[NH:7][C:6]3[CH:11]4[CH2:17][CH2:16][N:14]([CH2:15][C:5]=3[C:4]=2[CH:3]=1)[CH2:13][CH2:12]4.[Cl:18][C:19]1[CH:24]=[CH:23][C:22]([CH:25]=[CH2:26])=[CH:21][CH:20]=1. (8) Given the product [CH3:55][O:54][C:52]([C@@H:49]1[CH2:48][C@@H:47]([NH:46][C:38](=[O:45])[C:39]2[CH:44]=[CH:43][CH:42]=[CH:41][CH:40]=2)[CH2:51][N:50]1[C:3](=[O:5])[CH2:2][NH:1][C:6]([O:8][C:9]([CH3:12])([CH3:11])[CH3:10])=[O:7])=[O:53], predict the reactants needed to synthesize it. The reactants are: [NH:1]([C:6]([O:8][C:9]([CH3:12])([CH3:11])[CH3:10])=[O:7])[CH2:2][C:3]([OH:5])=O.ON1C2C=CC=CC=2N=N1.Cl.CN(C)CCCN=C=NCC.[OH-].[Na+].Cl.[C:38]([NH:46][C@H:47]1[CH2:51][NH:50][C@H:49]([C:52]([O:54][CH3:55])=[O:53])[CH2:48]1)(=[O:45])[C:39]1[CH:44]=[CH:43][CH:42]=[CH:41][CH:40]=1.